Dataset: CYP1A2 inhibition data for predicting drug metabolism from PubChem BioAssay. Task: Regression/Classification. Given a drug SMILES string, predict its absorption, distribution, metabolism, or excretion properties. Task type varies by dataset: regression for continuous measurements (e.g., permeability, clearance, half-life) or binary classification for categorical outcomes (e.g., BBB penetration, CYP inhibition). Dataset: cyp1a2_veith. (1) The compound is COc1ccc(C(=O)N2CCC3(CCCN(Cc4cc(C(F)(F)F)cc(C(F)(F)F)c4)C3)CC2)cc1. The result is 0 (non-inhibitor). (2) The compound is CSC(=NC#N)N1CCN(c2ccc(Cl)cc2)CC1. The result is 1 (inhibitor). (3) The drug is COC(=O)c1cnn(C(=O)c2ccccc2Br)c1N. The result is 1 (inhibitor). (4) The result is 0 (non-inhibitor). The compound is Cc1cc2sc(C)[n+](CCCOS(=O)(=O)O)c2cc1C. (5) The drug is Cc1c(C(=O)N/N=C/c2ccccc2)sc(=S)n1C. The result is 1 (inhibitor). (6) The compound is COC(=O)[C@@]1(Cc2ccccc2)[C@H]2c3cc(C(=O)N(C)C)n(C)c3C[C@H]2CN1C(=O)c1ccccc1. The result is 0 (non-inhibitor). (7) The drug is Cc1cnn(-c2ccc3nnc(-c4ccc(Cl)cc4)n3n2)c1. The result is 1 (inhibitor). (8) The result is 0 (non-inhibitor). The compound is COc1ccc(N(CC(=O)N/N=C/c2cccs2)S(=O)(=O)c2ccc(OC)c(OC)c2)cc1. (9) The compound is COc1ccc(-c2nc3cnc(N4CCNCC4)nc3n(Cc3ccc(F)cc3)c2=O)cc1. The result is 0 (non-inhibitor).